From a dataset of Full USPTO retrosynthesis dataset with 1.9M reactions from patents (1976-2016). Predict the reactants needed to synthesize the given product. (1) Given the product [C:34]1([CH3:37])[CH:33]=[CH:32][C:31]([S:28]([N:21]2[CH2:22][C@@H:23]([NH2:25])[CH2:24][C@H:20]2[C:19]([OH:38])=[O:18])(=[O:30])=[O:29])=[CH:36][CH:35]=1, predict the reactants needed to synthesize it. The reactants are: S(Cl)(C1C=CC(C)=CC=1)(=O)=O.[N-]=[N+]=[N-].[Na+].C([O:18][C:19](=[O:38])[C@@H:20]1[CH2:24][C@H:23]([N:25]=[N+]=[N-])[CH2:22][N:21]1[S:28]([C:31]1[CH:36]=[CH:35][C:34]([CH3:37])=[CH:33][CH:32]=1)(=[O:30])=[O:29])C.[OH-].[Na+]. (2) Given the product [OH:14][C:4]1([CH3:20])[C:5]2[C:10](=[CH:9][CH:8]=[C:7]([N+:11]([O-:13])=[O:12])[CH:6]=2)[N:2]([CH3:1])[C:3]1=[O:15], predict the reactants needed to synthesize it. The reactants are: [CH3:1][N:2]1[C:10]2[C:5](=[CH:6][C:7]([N+:11]([O-:13])=[O:12])=[CH:8][CH:9]=2)[C:4](=[O:14])[C:3]1=[O:15].[Br-].[Mg+2].[Br-].O.[C:20]1(C)C=CC=CC=1.C1COCC1. (3) Given the product [CH:10]1([N:13]2[C:21]3[C:16](=[CH:17][C:18]([CH2:22][N:23]([C:3]4[C:2]([Cl:1])=[CH:7][C:6]([Cl:8])=[CH:5][N:4]=4)[S:24]([C:27]4[CH:36]=[CH:35][C:30]([C:31]([O:33][CH3:34])=[O:32])=[CH:29][CH:28]=4)(=[O:26])=[O:25])=[CH:19][CH:20]=3)[CH:15]=[N:14]2)[CH2:12][CH2:11]1, predict the reactants needed to synthesize it. The reactants are: [Cl:1][C:2]1[C:3](F)=[N:4][CH:5]=[C:6]([Cl:8])[CH:7]=1.[CH:10]1([N:13]2[C:21]3[C:16](=[CH:17][C:18]([CH2:22][NH:23][S:24]([C:27]4[CH:36]=[CH:35][C:30]([C:31]([O:33][CH3:34])=[O:32])=[CH:29][CH:28]=4)(=[O:26])=[O:25])=[CH:19][CH:20]=3)[CH:15]=[N:14]2)[CH2:12][CH2:11]1. (4) Given the product [OH:14]/[N:13]=[C:1]1\[CH2:2][CH2:3][CH2:4][C:5]2[C:10]\1=[CH:9][CH:8]=[CH:7][CH:6]=2, predict the reactants needed to synthesize it. The reactants are: [C:1]1(=O)[C:10]2[C:5](=[CH:6][CH:7]=[CH:8][CH:9]=2)[CH2:4][CH2:3][CH2:2]1.Cl.[NH2:13][OH:14].C([O-])(=O)C.[Na+].CO.